Dataset: Full USPTO retrosynthesis dataset with 1.9M reactions from patents (1976-2016). Task: Predict the reactants needed to synthesize the given product. (1) Given the product [CH3:24][C:6]1([N:9]2[C:17](=[O:18])[C:16]3[C:11](=[C:12]([F:22])[C:13]([F:21])=[C:14]([F:20])[C:15]=3[F:19])[C:10]2=[O:23])[C:7](=[O:8])[N:2]([CH2:1][CH2:29][CH3:30])[C:3](=[O:26])[NH:4][C:5]1=[O:25], predict the reactants needed to synthesize it. The reactants are: [CH3:1][N:2]1[C:7](=[O:8])[C:6]([CH3:24])([N:9]2[C:17](=[O:18])[C:16]3[C:11](=[C:12]([F:22])[C:13]([F:21])=[C:14]([F:20])[C:15]=3[F:19])[C:10]2=[O:23])[C:5](=[O:25])[NH:4][C:3]1=[O:26].Cl.N[C:29]1(C)C(=O)N(CCC)C(=O)N[C:30]1=O. (2) Given the product [Cl:23][C:7]1[C:5]2[C:4](=[CH:3][CH:2]=[CH:1][CH:6]=2)[N:11]=[C:10]([C:17]2[CH:20]=[N:13][CH:14]=[CH:19][CH:18]=2)[N:9]=1, predict the reactants needed to synthesize it. The reactants are: [CH:1]1[CH:2]=[CH:3][C:4]2[N:11]=[CH:10][NH:9][C:7](=O)[C:5]=2[CH:6]=1.C[N:13]([CH3:20])[C:14]1[CH:19]=[CH:18][CH:17]=CC=1.P(Cl)(Cl)([Cl:23])=O. (3) Given the product [ClH:15].[CH2:16]([O:13][C:12](=[O:14])[C@H:10]([CH2:9][O:8][CH2:1][C:2]1[CH:7]=[CH:6][CH:5]=[CH:4][CH:3]=1)[NH2:11])[CH3:17], predict the reactants needed to synthesize it. The reactants are: [CH2:1]([O:8][CH2:9][C@@H:10]([C:12]([OH:14])=[O:13])[NH2:11])[C:2]1[CH:7]=[CH:6][CH:5]=[CH:4][CH:3]=1.[ClH:15].[CH2:16](O)[CH3:17]. (4) Given the product [NH2:1][C:2]1[C:7]([C:8]([NH:9][C:10]2[CH:11]=[N:12][CH:13]=[CH:14][CH:15]=2)=[O:16])=[N:6][C:5]([C:17]2[CH:18]=[CH:19][C:20]([CH2:23][CH2:24][CH2:25][NH:26][CH2:34][CH2:35][CH2:36][O:37][CH3:38])=[CH:21][CH:22]=2)=[CH:4][N:3]=1, predict the reactants needed to synthesize it. The reactants are: [NH2:1][C:2]1[N:3]=[CH:4][C:5]([C:17]2[CH:22]=[CH:21][C:20]([CH2:23][CH2:24][CH2:25][N:26]([CH2:34][CH2:35][CH2:36][O:37][CH3:38])C(=O)OC(C)(C)C)=[CH:19][CH:18]=2)=[N:6][C:7]=1[C:8](=[O:16])[NH:9][C:10]1[CH:11]=[N:12][CH:13]=[CH:14][CH:15]=1.Cl.[OH-].[Na+].